From a dataset of Forward reaction prediction with 1.9M reactions from USPTO patents (1976-2016). Predict the product of the given reaction. (1) Given the reactants Cl[C:2]1[C:11]2[C:6](=[CH:7][CH:8]=[C:9]([N+:12]([O-:14])=[O:13])[CH:10]=2)[N:5]=[CH:4][C:3]=1[C:15]#[N:16].[CH3:17][C:18]1[C:22]([CH3:23])=[C:21]([NH2:24])[O:20][N:19]=1, predict the reaction product. The product is: [CH3:17][C:18]1[C:22]([CH3:23])=[C:21]([NH:24][C:2]2[C:11]3[C:6](=[CH:7][CH:8]=[C:9]([N+:12]([O-:14])=[O:13])[CH:10]=3)[N:5]=[CH:4][C:3]=2[C:15]#[N:16])[O:20][N:19]=1. (2) Given the reactants [F:1][C:2]([F:12])([F:11])[C@@H:3]1[CH2:8][CH2:7][C@H:6]([CH2:9][OH:10])[CH2:5][CH2:4]1.I(C1C=CC=CC=1C(O)=O)(=O)=O.O.C(OCC)(=O)C, predict the reaction product. The product is: [F:1][C:2]([F:11])([F:12])[CH:3]1[CH2:4][CH2:5][CH:6]([CH:9]=[O:10])[CH2:7][CH2:8]1. (3) Given the reactants [CH3:1][C:2]1[C:7]([CH3:8])=[C:6]([CH3:9])[N:5]=[C:4]([N:10]2[CH2:17][CH:16]3[CH:12]([CH2:13][NH:14][CH2:15]3)[CH2:11]2)[N:3]=1.[F:18][C:19]1[C:20]([N:28]2[N:32]=[CH:31][CH:30]=[N:29]2)=[C:21]([CH:25]=[CH:26][CH:27]=1)[C:22](O)=[O:23], predict the reaction product. The product is: [F:18][C:19]1[C:20]([N:28]2[N:32]=[CH:31][CH:30]=[N:29]2)=[C:21]([C:22]([N:14]2[CH2:13][CH:12]3[CH:16]([CH2:17][N:10]([C:4]4[N:5]=[C:6]([CH3:9])[C:7]([CH3:8])=[C:2]([CH3:1])[N:3]=4)[CH2:11]3)[CH2:15]2)=[O:23])[CH:25]=[CH:26][CH:27]=1. (4) Given the reactants [CH3:1][Si](C[Mg]Cl)(C)C.[Cl:8][C:9]1[CH:26]=[C:25]([Cl:27])[C:24]([OH:28])=[CH:23][C:10]=1[O:11][C:12]1[N:16]([CH3:17])[N:15]=[C:14]([CH:18]([CH3:20])[CH3:19])[C:13]=1[CH:21]=O.Cl, predict the reaction product. The product is: [Cl:27][C:25]1[CH:26]=[C:9]([Cl:8])[C:10]([O:11][C:12]2[N:16]([CH3:17])[N:15]=[C:14]([CH:18]([CH3:20])[CH3:19])[C:13]=2[CH:21]=[CH2:1])=[CH:23][C:24]=1[OH:28].